Dataset: Forward reaction prediction with 1.9M reactions from USPTO patents (1976-2016). Task: Predict the product of the given reaction. (1) Given the reactants [CH3:1][C:2]1[C:6]2[C:7](=[O:19])[N:8]([CH2:11][CH2:12][N:13]3[CH2:18][CH2:17][CH2:16][CH2:15][CH2:14]3)[CH2:9][CH2:10][C:5]=2[NH:4][C:3]=1[CH:20]=O.[N:22]1[CH:27]=[CH:26][C:25]([C:28]2[CH:36]=[CH:35][CH:34]=[C:33]3[C:29]=2[CH2:30][C:31](=[O:37])[NH:32]3)=[CH:24][CH:23]=1, predict the reaction product. The product is: [CH3:1][C:2]1[C:6]2[C:7](=[O:19])[N:8]([CH2:11][CH2:12][N:13]3[CH2:14][CH2:15][CH2:16][CH2:17][CH2:18]3)[CH2:9][CH2:10][C:5]=2[NH:4][C:3]=1[CH:20]=[C:30]1[C:29]2[C:33](=[CH:34][CH:35]=[CH:36][C:28]=2[C:25]2[CH:24]=[CH:23][N:22]=[CH:27][CH:26]=2)[NH:32][C:31]1=[O:37]. (2) Given the reactants [C:1]([O:5][C:6](=[O:17])[NH:7][C@H:8]1[CH2:13][CH2:12][C@@H:11]([N:14]=[N+]=[N-])[CH2:10][CH2:9]1)([CH3:4])([CH3:3])[CH3:2], predict the reaction product. The product is: [C:1]([O:5][C:6](=[O:17])[NH:7][C@H:8]1[CH2:9][CH2:10][C@@H:11]([NH2:14])[CH2:12][CH2:13]1)([CH3:4])([CH3:2])[CH3:3]. (3) Given the reactants [H-].[H-].[H-].[H-].[Li+].[Al+3].[F:7][C:8]1[CH:9]=[C:10]([CH2:33][CH2:34][C:35](OCC)=[O:36])[CH:11]=[C:12]([F:32])[C:13]=1[O:14][CH2:15][C:16]1[C:20]([C:21]2[CH:22]=[N:23][C:24]([CH3:27])=[CH:25][CH:26]=2)=[CH:19][S:18][C:17]=1[C:28]([F:31])([F:30])[F:29], predict the reaction product. The product is: [F:7][C:8]1[CH:9]=[C:10]([CH2:33][CH2:34][CH2:35][OH:36])[CH:11]=[C:12]([F:32])[C:13]=1[O:14][CH2:15][C:16]1[C:20]([C:21]2[CH:22]=[N:23][C:24]([CH3:27])=[CH:25][CH:26]=2)=[CH:19][S:18][C:17]=1[C:28]([F:31])([F:29])[F:30]. (4) Given the reactants [CH2:1]([S:8][C:9]1[N:14]=[C:13]([NH:15][S:16]([CH3:19])(=[O:18])=[O:17])[CH:12]=[C:11]([NH:20][CH2:21][CH2:22][OH:23])[N:10]=1)[C:2]1[CH:7]=[CH:6][CH:5]=[CH:4][CH:3]=1.NC(CO)[CH2:26][OH:27].CCOC(C)=O.O, predict the reaction product. The product is: [CH2:1]([S:8][C:9]1[N:14]=[C:13]([NH:15][S:16]([CH3:19])(=[O:17])=[O:18])[CH:12]=[C:11]([NH:20][CH:21]([CH2:26][OH:27])[CH2:22][OH:23])[N:10]=1)[C:2]1[CH:3]=[CH:4][CH:5]=[CH:6][CH:7]=1. (5) Given the reactants COC1C=CC(COC2C=CC(CO)=CC=2)=CC=1.C[O:20][C:21](=[O:49])[CH2:22][O:23][C:24]1[CH:29]=[CH:28][C:27]([S:30][CH2:31][C:32]2[CH:37]=[CH:36][C:35]([O:38][CH2:39][C:40]3[CH:45]=[CH:44][C:43]([O:46][CH3:47])=[CH:42][CH:41]=3)=[CH:34][CH:33]=2)=[CH:26][C:25]=1[CH3:48], predict the reaction product. The product is: [CH3:47][O:46][C:43]1[CH:44]=[CH:45][C:40]([CH2:39][O:38][C:35]2[CH:36]=[CH:37][C:32]([CH2:31][S:30][C:27]3[CH:28]=[CH:29][C:24]([O:23][CH2:22][C:21]([OH:49])=[O:20])=[C:25]([CH3:48])[CH:26]=3)=[CH:33][CH:34]=2)=[CH:41][CH:42]=1. (6) Given the reactants [C:1]([C:5]1[C:6]([O:12][CH2:13][O:14]C)=[C:7]([CH3:11])[CH:8]=[CH:9][CH:10]=1)([CH3:4])([CH3:3])[CH3:2].CN(CCN(C)C)C.[Li]C(CC)C.C(=O)=O, predict the reaction product. The product is: [C:1]([C:5]1[C:6]2[O:12][C:13](=[O:14])[CH2:11][C:7]=2[CH:8]=[CH:9][CH:10]=1)([CH3:4])([CH3:3])[CH3:2].